From a dataset of Peptide-MHC class I binding affinity with 185,985 pairs from IEDB/IMGT. Regression. Given a peptide amino acid sequence and an MHC pseudo amino acid sequence, predict their binding affinity value. This is MHC class I binding data. (1) The peptide sequence is LVGPTPVNI. The MHC is HLA-A24:02 with pseudo-sequence HLA-A24:02. The binding affinity (normalized) is 0.121. (2) The peptide sequence is IYYRFVHL. The MHC is H-2-Db with pseudo-sequence H-2-Db. The binding affinity (normalized) is 0.208.